This data is from Reaction yield outcomes from USPTO patents with 853,638 reactions. The task is: Predict the reaction yield, written as a fraction of the theoretical maximum amount of product (1.0 means a 100% yield; for example, 0.34 means a 34% yield). (1) The reactants are [OH-].[K+].[N+:3]([C:6]1[CH:11]=[CH:10][CH:9]=[CH:8][C:7]=1[S:12]([NH:15][C:16]1[CH:21]=[CH:20][CH:19]=[CH:18][CH:17]=1)(=[O:14])=[O:13])([O-:5])=[O:4].[Br:22][C:23]1[CH:24]=[CH:25][C:26]2[N:27]([CH2:37][CH2:38][CH2:39]Br)[C:28]3[C:33]([C:34]=2[CH:35]=1)=[CH:32][C:31]([Br:36])=[CH:30][CH:29]=3. The catalyst is CN(C=O)C.CCOC(C)=O. The product is [Br:36][C:31]1[CH:30]=[CH:29][C:28]2[N:27]([CH2:37][CH2:38][CH2:39][N:15]([C:16]3[CH:17]=[CH:18][CH:19]=[CH:20][CH:21]=3)[S:12]([C:7]3[CH:8]=[CH:9][CH:10]=[CH:11][C:6]=3[N+:3]([O-:5])=[O:4])(=[O:14])=[O:13])[C:26]3[C:34]([C:33]=2[CH:32]=1)=[CH:35][C:23]([Br:22])=[CH:24][CH:25]=3. The yield is 0.355. (2) The reactants are [Cl:1][C:2]1[CH:3]=[N:4][N:5]([CH3:26])[C:6]=1[C:7]1[CH:8]=[C:9]([NH:14][C:15](=[O:25])[C:16]2[CH:21]=[CH:20][C:19]([O:22][CH3:23])=[CH:18][C:17]=2[F:24])[CH:10]=[CH:11][C:12]=1[OH:13].C1(P(C2C=CC=CC=2)C2C=CC=CC=2)C=CC=CC=1.ClC1C=NN(C)C=1C1C=C(NC(=O)C2C=CC(OC)=CC=2F)C=CC=1O.C1COCC1.CC(OC(/N=N/C(OC(C)C)=O)=O)C.[F:91][C:92]([F:106])([F:105])[CH2:93][CH:94]([NH:97]C(=O)OC(C)(C)C)[CH2:95]O.[C:107]([OH:113])([C:109]([F:112])([F:111])[F:110])=[O:108]. The catalyst is C1COCC1. The product is [F:110][C:109]([F:112])([F:111])[C:107]([OH:113])=[O:108].[NH2:97][CH:94]([CH2:93][C:92]([F:106])([F:105])[F:91])[CH2:95][O:13][C:12]1[CH:11]=[CH:10][C:9]([NH:14][C:15](=[O:25])[C:16]2[CH:21]=[CH:20][C:19]([O:22][CH3:23])=[CH:18][C:17]=2[F:24])=[CH:8][C:7]=1[C:6]1[N:5]([CH3:26])[N:4]=[CH:3][C:2]=1[Cl:1]. The yield is 0.245. (3) The reactants are [Cl:1][C:2]1[CH:7]=[CH:6][C:5](F)=[C:4]([N+:9]([O-:11])=[O:10])[CH:3]=1.[NH2:12][CH:13]1[CH2:20][C:16]2([CH2:19][O:18][CH2:17]2)[N:15]([C:21]([O:23][C:24]([CH3:27])([CH3:26])[CH3:25])=[O:22])[CH2:14]1.C(N(CC)CC)C. The yield is 0.761. The product is [Cl:1][C:2]1[CH:7]=[CH:6][C:5]([NH:12][CH:13]2[CH2:20][C:16]3([CH2:17][O:18][CH2:19]3)[N:15]([C:21]([O:23][C:24]([CH3:27])([CH3:26])[CH3:25])=[O:22])[CH2:14]2)=[C:4]([N+:9]([O-:11])=[O:10])[CH:3]=1. The catalyst is O1CCCC1. (4) The reactants are [CH2:1]([C:5]1[N:6]=[C:7]([CH3:27])[NH:8][C:9](=[O:26])[C:10]=1[CH2:11][C:12]1[CH:17]=[CH:16][C:15]([C:18]2[C:19]([C:24]#[N:25])=[CH:20][CH:21]=[CH:22][CH:23]=2)=[CH:14][CH:13]=1)[CH2:2][CH2:3][CH3:4].[O:28]=[C:29]1[C:37]2[C:32](=[CH:33][C:34](B(O)O)=[CH:35][CH:36]=2)[CH2:31][CH2:30]1.C([N:43](CC)CC)C.N1C=CC=CC=1.[C:54]([O:57]CC)(=[O:56])C. The catalyst is O1CCCC1.C([O-])(=O)C.[Cu+2].C([O-])(=O)C. The product is [CH2:1]([C:5]1[N:6]=[C:7]([CH3:27])[N:8]([C:34]2[CH:33]=[C:32]3[C:37](=[CH:36][CH:35]=2)[CH:29]([OH:28])[CH2:30][CH2:31]3)[C:9](=[O:26])[C:10]=1[CH2:11][C:12]1[CH:17]=[CH:16][C:15]([C:18]2[CH:23]=[CH:22][CH:21]=[CH:20][C:19]=2[C:24]2[NH:43][C:54](=[O:56])[O:57][N:25]=2)=[CH:14][CH:13]=1)[CH2:2][CH2:3][CH3:4]. The yield is 0.180.